This data is from Peptide-MHC class I binding affinity with 185,985 pairs from IEDB/IMGT. The task is: Regression. Given a peptide amino acid sequence and an MHC pseudo amino acid sequence, predict their binding affinity value. This is MHC class I binding data. (1) The peptide sequence is NKTVFQLVF. The MHC is HLA-B15:03 with pseudo-sequence HLA-B15:03. The binding affinity (normalized) is 0.514. (2) The peptide sequence is TVMAFHLTTR. The MHC is HLA-A68:01 with pseudo-sequence HLA-A68:01. The binding affinity (normalized) is 0.769. (3) The peptide sequence is ETLLPLTQY. The MHC is HLA-A26:01 with pseudo-sequence HLA-A26:01. The binding affinity (normalized) is 0.651. (4) The MHC is HLA-A68:02 with pseudo-sequence HLA-A68:02. The peptide sequence is CVNGSCFTV. The binding affinity (normalized) is 0.349. (5) The peptide sequence is SGVENPGGYCL. The MHC is Mamu-A11 with pseudo-sequence Mamu-A11. The binding affinity (normalized) is 0. (6) The peptide sequence is FVAEGDALV. The MHC is HLA-C05:01 with pseudo-sequence HLA-C05:01. The binding affinity (normalized) is 0.753. (7) The peptide sequence is HLMSDNPKA. The MHC is HLA-A02:01 with pseudo-sequence HLA-A02:01. The binding affinity (normalized) is 0.649. (8) The peptide sequence is GSRAYRNAL. The MHC is HLA-B08:01 with pseudo-sequence HLA-B08:01. The binding affinity (normalized) is 0.395. (9) The peptide sequence is QFKDNVILL. The MHC is HLA-A30:02 with pseudo-sequence HLA-A30:02. The binding affinity (normalized) is 0.0206.